From a dataset of Peptide-MHC class II binding affinity with 134,281 pairs from IEDB. Regression. Given a peptide amino acid sequence and an MHC pseudo amino acid sequence, predict their binding affinity value. This is MHC class II binding data. The peptide sequence is ALGIGTDSVILIKCDERGKM. The MHC is DRB1_0401 with pseudo-sequence DRB1_0401. The binding affinity (normalized) is 0.